From a dataset of Reaction yield outcomes from USPTO patents with 853,638 reactions. Predict the reaction yield, written as a fraction of the theoretical maximum amount of product (1.0 means a 100% yield; for example, 0.34 means a 34% yield). (1) The reactants are C[O:2][C:3](=[O:18])[CH:4]([C:7]1[CH:12]=[C:11]([O:13][CH:14]([F:16])[F:15])[CH:10]=[C:9]([Cl:17])[CH:8]=1)[CH:5]=[O:6].CO.[BH4-].[Na+]. The catalyst is C1COCC1.C(OCC)(=O)C.O. The product is [Cl:17][C:9]1[CH:8]=[C:7]([CH:12]=[C:11]([O:13][CH:14]([F:15])[F:16])[CH:10]=1)[CH:4]([CH2:5][OH:6])[C:3]([OH:18])=[O:2]. The yield is 0.480. (2) The reactants are [C:1]([O:5][C:6](=[O:11])[NH:7][CH2:8][CH2:9][OH:10])([CH3:4])([CH3:3])[CH3:2].C1(P(C2C=CC=CC=2)C2C=CC=CC=2)C=CC=CC=1.[CH3:31][O:32][C:33]1[CH:38]=[CH:37][CH:36]=[CH:35][C:34]=1O.N(C(OCC)=O)=NC(OCC)=O. The catalyst is C1COCC1. The product is [C:1]([O:5][C:6](=[O:11])[NH:7][CH2:8][CH2:9][O:10][C:34]1[CH:35]=[CH:36][CH:37]=[CH:38][C:33]=1[O:32][CH3:31])([CH3:4])([CH3:2])[CH3:3]. The yield is 0.300.